The task is: Predict the product of the given reaction.. This data is from Forward reaction prediction with 1.9M reactions from USPTO patents (1976-2016). (1) The product is: [Cl:28][C:27]1[CH:26]=[CH:25][C:24]([CH2:29][CH2:30][C:31]([O:33][C:34]([CH3:36])([CH3:37])[CH3:35])=[O:32])=[CH:23][C:22]=1[NH:21][C:19](=[O:20])[C@H:12]([CH:13]([C:15]([F:18])([F:17])[F:16])[CH3:14])[NH2:11]. Given the reactants C(OC([NH:11][C@H:12]([C:19]([NH:21][C:22]1[CH:23]=[C:24]([CH2:29][CH2:30][C:31]([O:33][C:34]([CH3:37])([CH3:36])[CH3:35])=[O:32])[CH:25]=[CH:26][C:27]=1[Cl:28])=[O:20])[CH:13]([C:15]([F:18])([F:17])[F:16])[CH3:14])=O)C1C=CC=CC=1, predict the reaction product. (2) Given the reactants Cl.[NH2:2][OH:3].[CH3:4][NH:5][C:6](=[O:15])[C:7](=O)[C:8]1[CH:13]=[CH:12][CH:11]=[CH:10][CH:9]=1, predict the reaction product. The product is: [OH:3][N:2]=[C:7]([C:8]1[CH:13]=[CH:12][CH:11]=[CH:10][CH:9]=1)[C:6]([NH:5][CH3:4])=[O:15]. (3) Given the reactants Cl.[F:2][C@H:3]1[CH2:7][CH2:6][NH:5][C@@H:4]1[C:8]([NH:10][CH2:11][C:12]1[C:13]([O:27][CH3:28])=[N:14][N:15]([C:17]2[CH:18]=[N:19][C:20]([C:23]([F:26])([F:25])[F:24])=[CH:21][CH:22]=2)[CH:16]=1)=[O:9].[F:29][C:30]1[CH:35]=[CH:34][C:33]([S:36](Cl)(=[O:38])=[O:37])=[CH:32][CH:31]=1, predict the reaction product. The product is: [F:2][C@H:3]1[CH2:7][CH2:6][N:5]([S:36]([C:33]2[CH:34]=[CH:35][C:30]([F:29])=[CH:31][CH:32]=2)(=[O:38])=[O:37])[C@@H:4]1[C:8]([NH:10][CH2:11][C:12]1[C:13]([O:27][CH3:28])=[N:14][N:15]([C:17]2[CH:18]=[N:19][C:20]([C:23]([F:26])([F:25])[F:24])=[CH:21][CH:22]=2)[CH:16]=1)=[O:9]. (4) Given the reactants Br[C:2]1[CH:7]=[CH:6][C:5]([CH2:8][N:9]2[C:14](=[O:15])[C:13]([C:16]([NH:18][CH2:19][C:20]([OH:22])=[O:21])=[O:17])=[C:12]([OH:23])[C:11]([CH:24]([CH3:26])[CH3:25])=[N:10]2)=[C:4]([F:27])[CH:3]=1.[F:28][C:29]([F:40])([F:39])[C:30]1[CH:35]=[CH:34][C:33](B(O)O)=[CH:32][CH:31]=1.C(=O)([O-])[O-].[K+].[K+].Cl, predict the reaction product. The product is: [F:27][C:4]1[CH:3]=[C:2]([C:33]2[CH:34]=[CH:35][C:30]([C:29]([F:40])([F:39])[F:28])=[CH:31][CH:32]=2)[CH:7]=[CH:6][C:5]=1[CH2:8][N:9]1[C:14](=[O:15])[C:13]([C:16]([NH:18][CH2:19][C:20]([OH:22])=[O:21])=[O:17])=[C:12]([OH:23])[C:11]([CH:24]([CH3:26])[CH3:25])=[N:10]1. (5) Given the reactants C(OC([N:8]1[CH2:15][C@H:14]2[N:16](C(OC(C)(C)C)=O)[C@H:10]([CH2:11][C:12]([C:27]3[CH:32]=[CH:31][C:30]([O:33][CH2:34][CH2:35][O:36][C:37]4[C:42]([Cl:43])=[CH:41][C:40]([CH3:44])=[CH:39][C:38]=4[Cl:45])=[CH:29][CH:28]=3)=[C:13]2[C:24](O)=[O:25])[CH2:9]1)=O)(C)(C)C.[CH:46]1([NH:49][CH2:50][C:51]2[CH:56]=[C:55]([CH2:57][CH2:58][O:59][CH3:60])[CH:54]=[CH:53][C:52]=2[CH3:61])[CH2:48][CH2:47]1, predict the reaction product. The product is: [CH:46]1([N:49]([CH2:50][C:51]2[CH:56]=[C:55]([CH2:57][CH2:58][O:59][CH3:60])[CH:54]=[CH:53][C:52]=2[CH3:61])[C:24]([C:13]2[C@@H:14]3[NH:16][C@H:10]([CH2:11][C:12]=2[C:27]2[CH:28]=[CH:29][C:30]([O:33][CH2:34][CH2:35][O:36][C:37]4[C:42]([Cl:43])=[CH:41][C:40]([CH3:44])=[CH:39][C:38]=4[Cl:45])=[CH:31][CH:32]=2)[CH2:9][NH:8][CH2:15]3)=[O:25])[CH2:47][CH2:48]1. (6) Given the reactants [F:1][C:2]1[CH:7]=[CH:6][C:5]([O:8][CH3:9])=[CH:4][C:3]=1[C:10]1[N:11]=[CH:12][C:13]([CH2:21]O)=[N:14][C:15]=1[CH2:16][C:17]([CH3:20])([CH3:19])[CH3:18].S(Cl)([Cl:25])=O, predict the reaction product. The product is: [Cl:25][CH2:21][C:13]1[N:14]=[C:15]([CH2:16][C:17]([CH3:20])([CH3:19])[CH3:18])[C:10]([C:3]2[CH:4]=[C:5]([O:8][CH3:9])[CH:6]=[CH:7][C:2]=2[F:1])=[N:11][CH:12]=1. (7) Given the reactants [Br:1]N1C(=O)CCC1=O.[Cl:9][C:10]1[N:15]=[C:14]([S:16]([CH3:18])=[O:17])[N:13]=[C:12]([NH2:19])[CH:11]=1, predict the reaction product. The product is: [Br:1][C:11]1[C:12]([NH2:19])=[N:13][C:14]([S:16]([CH3:18])=[O:17])=[N:15][C:10]=1[Cl:9]. (8) Given the reactants [CH3:1][O:2][CH2:3][C:4](=[O:10])[CH2:5][C:6]([O:8][CH3:9])=[O:7].CO[CH:13](OC)[N:14]([CH3:16])[CH3:15], predict the reaction product. The product is: [CH3:13][N:14]([CH:16]=[C:5]([C:4](=[O:10])[CH2:3][O:2][CH3:1])[C:6]([O:8][CH3:9])=[O:7])[CH3:15]. (9) Given the reactants C(NC(C)C)(C)C.C([Li])CCC.[CH2:13]([SnH:17]([CH2:22][CH2:23][CH2:24][CH3:25])[CH2:18][CH2:19][CH2:20][CH3:21])[CH2:14][CH2:15][CH3:16].[CH3:26][O:27][CH2:28][CH2:29][O:30][CH2:31]Cl, predict the reaction product. The product is: [CH2:22]([Sn:17]([CH2:13][CH2:14][CH2:15][CH3:16])([CH2:18][CH2:19][CH2:20][CH3:21])[CH2:26][O:27][CH2:28][CH2:29][O:30][CH3:31])[CH2:23][CH2:24][CH3:25]. (10) Given the reactants [O:1]=[C:2]1[CH2:10][C:9]2[C:4](=[CH:5][C:6]([C:11]([C:13]3[CH:18]=[CH:17][C:16]([NH:19][C:20]([C:22]4[N:23]([CH3:28])[N:24]=[C:25]([CH3:27])[CH:26]=4)=[O:21])=[CH:15][CH:14]=3)=[O:12])=[CH:7][CH:8]=2)[NH:3]1.[CH:29](OCC)=[O:30].[O-]CC.[Na+].Cl, predict the reaction product. The product is: [OH:30][CH:29]=[C:10]1[C:9]2[C:4](=[CH:5][C:6]([C:11]([C:13]3[CH:18]=[CH:17][C:16]([NH:19][C:20]([C:22]4[N:23]([CH3:28])[N:24]=[C:25]([CH3:27])[CH:26]=4)=[O:21])=[CH:15][CH:14]=3)=[O:12])=[CH:7][CH:8]=2)[NH:3][C:2]1=[O:1].